This data is from Forward reaction prediction with 1.9M reactions from USPTO patents (1976-2016). The task is: Predict the product of the given reaction. (1) Given the reactants C(OC([NH:11][C:12]1[C:21]2[C:16](=[CH:17][CH:18]=[CH:19][CH:20]=2)[C:15]([CH2:22][CH2:23][OH:24])=[C:14]([NH:25][C:26]([C:28]2[NH:29][C:30]3[C:35]([CH:36]=2)=[CH:34][C:33]([O:37][CH3:38])=[C:32]([O:39][CH3:40])[C:31]=3[O:41][CH3:42])=[O:27])[CH:13]=1)=O)C1C=CC=CC=1, predict the reaction product. The product is: [NH2:11][C:12]1[C:21]2[C:16](=[CH:17][CH:18]=[CH:19][CH:20]=2)[C:15]([CH2:22][CH2:23][OH:24])=[C:14]([NH:25][C:26]([C:28]2[NH:29][C:30]3[C:35]([CH:36]=2)=[CH:34][C:33]([O:37][CH3:38])=[C:32]([O:39][CH3:40])[C:31]=3[O:41][CH3:42])=[O:27])[CH:13]=1. (2) Given the reactants [F:1][C:2]1[CH:3]=[C:4]([C:10]2[CH:11]=[C:12]([CH2:27]OS(C)(=O)=O)[C:13](=[O:26])[N:14]([CH2:16][CH2:17][CH2:18][C:19]3[CH:24]=[CH:23][C:22]([F:25])=[CH:21][CH:20]=3)[N:15]=2)[CH:5]=[CH:6][C:7]=1[O:8][CH3:9].[CH3:33][N:34]1[CH2:39][CH2:38][NH:37][CH2:36][CH2:35]1, predict the reaction product. The product is: [F:1][C:2]1[CH:3]=[C:4]([C:10]2[CH:11]=[C:12]([CH2:27][N:37]3[CH2:38][CH2:39][N:34]([CH3:33])[CH2:35][CH2:36]3)[C:13](=[O:26])[N:14]([CH2:16][CH2:17][CH2:18][C:19]3[CH:24]=[CH:23][C:22]([F:25])=[CH:21][CH:20]=3)[N:15]=2)[CH:5]=[CH:6][C:7]=1[O:8][CH3:9]. (3) The product is: [C@@H:14]1([N:13]2[C:28]3[N:29]=[CH:30][N:8]=[C:9]([OH:31])[C:10]=3[N:11]=[CH:12]2)[O:27][C@H:17]([CH2:18][OH:19])[CH2:16][CH2:15]1. Given the reactants C([N:8]1[CH:30]=[N:29][C:28]2[N:13]([C@@H:14]3[O:27][C@H:17]([CH2:18][O:19]CC4C=CC=CC=4)[CH2:16][CH2:15]3)[CH:12]=[N:11][C:10]=2[C:9]1=[O:31])C1C=CC=CC=1.[OH-].[Na+].[H][H], predict the reaction product. (4) Given the reactants [C:1]1([CH2:7][C:8]([NH2:10])=[O:9])[CH:6]=[CH:5][CH:4]=[CH:3][CH:2]=1.C(Cl)(=O)[C:12](Cl)=[O:13].[NH2:17][C:18]1[CH:38]=[CH:37][C:21]([O:22][C:23]2[CH:28]=[CH:27][N:26]=[C:25]([NH:29][C:30]([N:32]3[CH2:36][CH2:35][CH2:34][CH2:33]3)=[O:31])[CH:24]=2)=[C:20]([F:39])[CH:19]=1.C(OCC)(=O)C, predict the reaction product. The product is: [F:39][C:20]1[CH:19]=[C:18]([NH:17][C:12]([NH:10][C:8](=[O:9])[CH2:7][C:1]2[CH:6]=[CH:5][CH:4]=[CH:3][CH:2]=2)=[O:13])[CH:38]=[CH:37][C:21]=1[O:22][C:23]1[CH:28]=[CH:27][N:26]=[C:25]([NH:29][C:30]([N:32]2[CH2:33][CH2:34][CH2:35][CH2:36]2)=[O:31])[CH:24]=1. (5) Given the reactants C([O:3][C:4](=[O:29])[CH2:5][C:6]1[CH:11]=[CH:10][C:9]([O:12][CH2:13]/[CH:14]=[C:15](/[C:22]2[CH:27]=[CH:26][C:25]([Br:28])=[CH:24][CH:23]=2)\[C:16]2[CH:21]=[CH:20][CH:19]=[CH:18][CH:17]=2)=[CH:8][CH:7]=1)C.[OH-].[Na+].O, predict the reaction product. The product is: [Br:28][C:25]1[CH:24]=[CH:23][C:22](/[C:15](/[C:16]2[CH:17]=[CH:18][CH:19]=[CH:20][CH:21]=2)=[CH:14]/[CH2:13][O:12][C:9]2[CH:10]=[CH:11][C:6]([CH2:5][C:4]([OH:29])=[O:3])=[CH:7][CH:8]=2)=[CH:27][CH:26]=1. (6) Given the reactants Br[C:2]1[CH:7]=[CH:6][C:5]([F:8])=[CH:4][CH:3]=1.[Li]CCCC.CCCCCC.[CH3:20][C:21]1([CH3:35])[C:26](=[O:27])[CH2:25][CH2:24][N:23]([C:28]([O:30][C:31]([CH3:34])([CH3:33])[CH3:32])=[O:29])[CH2:22]1, predict the reaction product. The product is: [F:8][C:5]1[CH:6]=[CH:7][C:2]([C:26]2([OH:27])[CH2:25][CH2:24][N:23]([C:28]([O:30][C:31]([CH3:33])([CH3:32])[CH3:34])=[O:29])[CH2:22][C:21]2([CH3:35])[CH3:20])=[CH:3][CH:4]=1. (7) The product is: [F:1][C:2]1[CH:24]=[CH:23][C:22]([F:25])=[CH:21][C:3]=1[CH2:4][O:5][C:6]1[CH:11]=[CH:10][C:9]([C:12](=[O:20])[CH2:13][CH2:14][C:15]([OH:17])=[O:16])=[CH:8][CH:7]=1. Given the reactants [F:1][C:2]1[CH:24]=[CH:23][C:22]([F:25])=[CH:21][C:3]=1[CH2:4][O:5][C:6]1[CH:11]=[CH:10][C:9]([C:12](=[O:20])[CH2:13][CH2:14][C:15]([O:17]CC)=[O:16])=[CH:8][CH:7]=1.[OH-].[Na+], predict the reaction product.